This data is from Forward reaction prediction with 1.9M reactions from USPTO patents (1976-2016). The task is: Predict the product of the given reaction. (1) Given the reactants C[O:2][C:3](=[O:24])[C:4]1[CH:9]=[C:8]([C:10]2[S:11][CH:12]=[C:13]([C:15]3[CH:20]=[CH:19][C:18]([Cl:21])=[C:17]([Cl:22])[CH:16]=3)[N:14]=2)[CH:7]=[CH:6][C:5]=1Br.[N+:25]([C:28]1[CH:33]=[CH:32][C:31](B(O)O)=[CH:30][CH:29]=1)([O-:27])=[O:26], predict the reaction product. The product is: [Cl:22][C:17]1[CH:16]=[C:15]([C:13]2[N:14]=[C:10]([C:8]3[CH:9]=[C:4]([C:3]([OH:2])=[O:24])[C:5]([C:31]4[CH:32]=[CH:33][C:28]([N+:25]([O-:27])=[O:26])=[CH:29][CH:30]=4)=[CH:6][CH:7]=3)[S:11][CH:12]=2)[CH:20]=[CH:19][C:18]=1[Cl:21]. (2) Given the reactants [C:1]([O:4][C:5]1[CH:16]=[CH:15][C:8]2[N:9]=[C:10]([CH3:14])[O:11][C:12](=[O:13])[C:7]=2[CH:6]=1)(=[O:3])[CH3:2].[N-:17]=[N+:18]=[N-:19].[Na+], predict the reaction product. The product is: [C:1]([O:4][C:5]1[CH:16]=[CH:15][C:8]([N:9]2[C:10]([CH3:14])=[N:19][N:18]=[N:17]2)=[C:7]([CH:6]=1)[C:12]([OH:11])=[O:13])(=[O:3])[CH3:2]. (3) The product is: [CH3:57][Si:56]([C:54]#[C:55][C:7]1[CH:8]=[C:9]([CH2:28][CH2:29][CH2:30][CH2:31][N:32]2[C:33](=[O:42])[C:34]3[C:39](=[CH:38][CH:37]=[CH:36][CH:35]=3)[C:40]2=[O:41])[CH:10]=[C:11]([CH2:13][CH2:14][CH2:15][CH2:16][N:17]2[C:18](=[O:27])[C:19]3[C:24](=[CH:23][CH:22]=[CH:21][CH:20]=3)[C:25]2=[O:26])[CH:12]=1)([CH3:59])[CH3:58]. Given the reactants FC(F)(F)S(O[C:7]1[CH:12]=[C:11]([CH2:13][CH2:14][CH2:15][CH2:16][N:17]2[C:25](=[O:26])[C:24]3[C:19](=[CH:20][CH:21]=[CH:22][CH:23]=3)[C:18]2=[O:27])[CH:10]=[C:9]([CH2:28][CH2:29][CH2:30][CH2:31][N:32]2[C:40](=[O:41])[C:39]3[C:34](=[CH:35][CH:36]=[CH:37][CH:38]=3)[C:33]2=[O:42])[CH:8]=1)(=O)=O.C(N(CC)C(C)C)(C)C.[C:54]([Si:56]([CH3:59])([CH3:58])[CH3:57])#[CH:55].O, predict the reaction product. (4) Given the reactants [C:1]1([S:7][C:8](Cl)(Cl)Cl)[CH:6]=[CH:5][CH:4]=[CH:3][CH:2]=1.Br[C:13]1[CH:18]=[CH:17][CH:16]=C[N:14]=1, predict the reaction product. The product is: [C:1]1([S:7][C:8]2[CH:16]=[CH:17][CH:18]=[CH:13][N:14]=2)[CH:6]=[CH:5][CH:4]=[CH:3][CH:2]=1. (5) Given the reactants [CH3:1][C:2]1[N:3]=[C:4]([C:10]2[CH:15]=[CH:14][CH:13]=[CH:12][CH:11]=2)[S:5][C:6]=1[C:7]([OH:9])=O.[N:16]1([C:22]2[N:27]=[CH:26][C:25]([NH2:28])=[CH:24][CH:23]=2)[CH2:21][CH2:20][O:19][CH2:18][CH2:17]1, predict the reaction product. The product is: [N:16]1([C:22]2[N:27]=[CH:26][C:25]([NH:28][C:7]([C:6]3[S:5][C:4]([C:10]4[CH:15]=[CH:14][CH:13]=[CH:12][CH:11]=4)=[N:3][C:2]=3[CH3:1])=[O:9])=[CH:24][CH:23]=2)[CH2:21][CH2:20][O:19][CH2:18][CH2:17]1. (6) Given the reactants [CH2:1]([O:3][C:4]([C:6]1[CH:7]=[N:8][C:9]2[C:14]([C:15]=1OS(C(F)(F)F)(=O)=O)=[CH:13][CH:12]=[C:11]([C:24]([F:27])([F:26])[F:25])[CH:10]=2)=[O:5])[CH3:2].P([O-])([O-])([O-])=O.[K+].[K+].[K+].[C:36]([O:39][CH2:40][CH3:41])(=[O:38])[CH3:37], predict the reaction product. The product is: [CH2:1]([O:3][C:4]([C:6]1[CH:7]=[N:8][C:9]2[C:14]([C:15]=1[C:9]1[CH:14]=[CH:13][C:37]([C:36]([O:39][CH2:40][CH3:41])=[O:38])=[CH:11][CH:10]=1)=[CH:13][CH:12]=[C:11]([C:24]([F:27])([F:26])[F:25])[CH:10]=2)=[O:5])[CH3:2].